This data is from Full USPTO retrosynthesis dataset with 1.9M reactions from patents (1976-2016). The task is: Predict the reactants needed to synthesize the given product. (1) Given the product [CH3:14][S:11]([C:8]1[CH:9]=[CH:10][C:2]([N:15]2[CH2:19][CH2:18][CH2:17][CH2:16]2)=[C:3]([CH:7]=1)[C:4]([OH:6])=[O:5])(=[O:13])=[O:12], predict the reactants needed to synthesize it. The reactants are: Cl[C:2]1[CH:10]=[CH:9][C:8]([S:11]([CH3:14])(=[O:13])=[O:12])=[CH:7][C:3]=1[C:4]([OH:6])=[O:5].[NH:15]1[CH2:19][CH2:18][CH2:17][CH2:16]1. (2) Given the product [OH:8][C:9]1[CH:10]=[CH:11][C:2]([C:18]2[CH:19]=[CH:20][C:15]([C:14]([F:24])([F:25])[F:13])=[CH:16][CH:17]=2)=[CH:3][C:4]=1[CH2:5][CH2:6][C:7]([OH:12])=[O:27], predict the reactants needed to synthesize it. The reactants are: Br[C:2]1[CH:3]=[C:4]2[C:9](=[CH:10][CH:11]=1)[O:8][C:7](=[O:12])[CH2:6][CH2:5]2.[F:13][C:14]([F:25])([F:24])[C:15]1[CH:20]=[CH:19][C:18](B(O)O)=[CH:17][CH:16]=1.C(=O)([O-])[O-:27].[K+].[K+]. (3) Given the product [NH:8]([CH2:9][C:10]1[N:11]([S:15]([N:18]([CH3:20])[CH3:19])(=[O:16])=[O:17])[CH:12]=[CH:13][N:14]=1)[CH2:21][C:22]1[N:23]([S:27]([N:30]([CH3:32])[CH3:31])(=[O:29])=[O:28])[CH:24]=[CH:25][N:26]=1, predict the reactants needed to synthesize it. The reactants are: C([N:8]([CH2:21][C:22]1[N:23]([S:27]([N:30]([CH3:32])[CH3:31])(=[O:29])=[O:28])[CH:24]=[CH:25][N:26]=1)[CH2:9][C:10]1[N:11]([S:15]([N:18]([CH3:20])[CH3:19])(=[O:17])=[O:16])[CH:12]=[CH:13][N:14]=1)C1C=CC=CC=1.